This data is from Reaction yield outcomes from USPTO patents with 853,638 reactions. The task is: Predict the reaction yield, written as a fraction of the theoretical maximum amount of product (1.0 means a 100% yield; for example, 0.34 means a 34% yield). (1) The reactants are [C:1]([C:5]1[CH:6]=[CH:7][C:8]([O:12][CH:13]2[CH2:17][CH2:16][O:15][CH2:14]2)=[C:9]([CH:11]=1)[NH2:10])([CH3:4])([CH3:3])[CH3:2].[C:18]1([CH3:27])[CH:23]=[CH:22][C:21]([N:24]=[C:25]=[O:26])=[CH:20][CH:19]=1. The catalyst is C1(C)C=CC=CC=1. The product is [C:1]([C:5]1[CH:6]=[CH:7][C:8]([O:12][CH:13]2[CH2:17][CH2:16][O:15][CH2:14]2)=[C:9]([NH:10][C:25]([NH:24][C:21]2[CH:22]=[CH:23][C:18]([CH3:27])=[CH:19][CH:20]=2)=[O:26])[CH:11]=1)([CH3:4])([CH3:2])[CH3:3]. The yield is 0.750. (2) The reactants are [CH3:1][C:2]1([CH3:16])[C:11]2[C:6](=[CH:7][C:8]([NH:12]C(=O)C)=[CH:9][CH:10]=2)[O:5][CH2:4][CH2:3]1.[OH-].[Na+]. The catalyst is Cl. The product is [CH3:1][C:2]1([CH3:16])[C:11]2[C:6](=[CH:7][C:8]([NH2:12])=[CH:9][CH:10]=2)[O:5][CH2:4][CH2:3]1. The yield is 0.920. (3) The catalyst is C(Cl)Cl. The product is [CH2:11]([C:15]1[O:16][C:17]2[CH:23]=[CH:22][CH:21]=[CH:20][C:18]=2[C:19]=1[CH:4]=[O:5])[CH2:12][CH2:13][CH3:14]. The reactants are CN([CH:4]=[O:5])C.P(Cl)(Cl)(Cl)=O.[CH2:11]([C:15]1[O:16][C:17]2[CH:23]=[CH:22][CH:21]=[CH:20][C:18]=2[CH:19]=1)[CH2:12][CH2:13][CH3:14]. The yield is 0.740.